This data is from Reaction yield outcomes from USPTO patents with 853,638 reactions. The task is: Predict the reaction yield, written as a fraction of the theoretical maximum amount of product (1.0 means a 100% yield; for example, 0.34 means a 34% yield). The reactants are C([O:3][C:4]([C:6]1[CH:7]=[C:8]2[C:13](=[C:14]([C:16]#[C:17][Si](C)(C)C)[CH:15]=1)[O:12][C:11]([CH3:23])([CH3:22])[CH2:10][C:9]2([CH3:25])[CH3:24])=[O:5])C.[OH-].[Na+].Cl. The catalyst is C(O)C. The product is [C:16]([C:14]1[CH:15]=[C:6]([C:4]([OH:5])=[O:3])[CH:7]=[C:8]2[C:13]=1[O:12][C:11]([CH3:23])([CH3:22])[CH2:10][C:9]2([CH3:24])[CH3:25])#[CH:17]. The yield is 0.840.